This data is from NCI-60 drug combinations with 297,098 pairs across 59 cell lines. The task is: Regression. Given two drug SMILES strings and cell line genomic features, predict the synergy score measuring deviation from expected non-interaction effect. (1) Drug 1: C1CCN(CC1)CCOC2=CC=C(C=C2)C(=O)C3=C(SC4=C3C=CC(=C4)O)C5=CC=C(C=C5)O. Drug 2: C1CC(=O)NC(=O)C1N2CC3=C(C2=O)C=CC=C3N. Cell line: HL-60(TB). Synergy scores: CSS=-1.38, Synergy_ZIP=4.73, Synergy_Bliss=5.19, Synergy_Loewe=-1.27, Synergy_HSA=-2.32. (2) Drug 1: CC1=C2C(C(=O)C3(C(CC4C(C3C(C(C2(C)C)(CC1OC(=O)C(C(C5=CC=CC=C5)NC(=O)OC(C)(C)C)O)O)OC(=O)C6=CC=CC=C6)(CO4)OC(=O)C)OC)C)OC. Drug 2: C1CC(=O)NC(=O)C1N2C(=O)C3=CC=CC=C3C2=O. Cell line: SNB-75. Synergy scores: CSS=37.1, Synergy_ZIP=10.8, Synergy_Bliss=10.7, Synergy_Loewe=-27.1, Synergy_HSA=10.5. (3) Drug 1: C1C(C(OC1N2C=NC3=C(N=C(N=C32)Cl)N)CO)O. Drug 2: CN(CCCl)CCCl.Cl. Cell line: U251. Synergy scores: CSS=47.3, Synergy_ZIP=-6.12, Synergy_Bliss=-2.83, Synergy_Loewe=-2.99, Synergy_HSA=0.159. (4) Drug 1: C1=NC2=C(N1)C(=S)N=C(N2)N. Drug 2: CC(C)CN1C=NC2=C1C3=CC=CC=C3N=C2N. Cell line: SK-MEL-5. Synergy scores: CSS=24.7, Synergy_ZIP=0.404, Synergy_Bliss=-0.589, Synergy_Loewe=-6.85, Synergy_HSA=-3.31. (5) Drug 1: C1=C(C(=O)NC(=O)N1)N(CCCl)CCCl. Drug 2: C1=CC=C(C=C1)NC(=O)CCCCCCC(=O)NO. Cell line: HS 578T. Synergy scores: CSS=21.7, Synergy_ZIP=2.05, Synergy_Bliss=4.03, Synergy_Loewe=2.01, Synergy_HSA=5.59. (6) Drug 1: C1C(C(OC1N2C=C(C(=O)NC2=O)F)CO)O. Cell line: UO-31. Drug 2: CCC(=C(C1=CC=CC=C1)C2=CC=C(C=C2)OCCN(C)C)C3=CC=CC=C3.C(C(=O)O)C(CC(=O)O)(C(=O)O)O. Synergy scores: CSS=39.5, Synergy_ZIP=-5.03, Synergy_Bliss=-2.00, Synergy_Loewe=-62.0, Synergy_HSA=0.224. (7) Drug 1: CN1C(=O)N2C=NC(=C2N=N1)C(=O)N. Drug 2: C1=NC2=C(N1)C(=S)N=CN2. Cell line: UACC-257. Synergy scores: CSS=16.2, Synergy_ZIP=-7.22, Synergy_Bliss=-1.34, Synergy_Loewe=-21.4, Synergy_HSA=0.153.